From a dataset of Reaction yield outcomes from USPTO patents with 853,638 reactions. Predict the reaction yield, written as a fraction of the theoretical maximum amount of product (1.0 means a 100% yield; for example, 0.34 means a 34% yield). (1) The reactants are [F-].C([N+](CCCC)(CCCC)CCCC)CCC.[Si]([O:26][C:27]1[CH:28]=[C:29]([C:35]([C:39]2[CH:44]=[C:43]([O:45][CH3:46])[CH:42]=[C:41]([O:47][CH3:48])[CH:40]=2)=[CH:36][C:37]#[N:38])[CH:30]=[CH:31][C:32]=1[O:33][CH3:34])(C(C)(C)C)(C)C.CCOCC. The catalyst is C1COCC1. The product is [CH3:48][O:47][C:41]1[CH:40]=[C:39]([C:35]([C:29]2[CH:30]=[CH:31][C:32]([O:33][CH3:34])=[C:27]([OH:26])[CH:28]=2)=[CH:36][C:37]#[N:38])[CH:44]=[C:43]([O:45][CH3:46])[CH:42]=1. The yield is 0.900. (2) The reactants are [Cl:1][C:2]1[CH:23]=[CH:22][C:5]([CH2:6][NH:7][C:8]2[CH:9]=[C:10]3[C:14](=[CH:15][CH:16]=2)[C:13](=[O:17])[N:12]([CH:18]([CH3:20])[CH3:19])[C:11]3=[O:21])=[CH:4][CH:3]=1.N1C=CC=CC=1.[CH3:30][N:31]1[CH:35]=[C:34]([S:36](Cl)(=[O:38])=[O:37])[N:33]=[CH:32]1. The catalyst is ClCCl. The product is [Cl:1][C:2]1[CH:23]=[CH:22][C:5]([CH2:6][N:7]([C:8]2[CH:9]=[C:10]3[C:14](=[CH:15][CH:16]=2)[C:13](=[O:17])[N:12]([CH:18]([CH3:20])[CH3:19])[C:11]3=[O:21])[S:36]([C:34]2[N:33]=[CH:32][N:31]([CH3:30])[CH:35]=2)(=[O:38])=[O:37])=[CH:4][CH:3]=1. The yield is 0.0700. (3) The reactants are CC(C)([O-])C.[K+].[Cl:7][C:8]1[CH:16]=[C:15]2[C:11]([CH:12]=[CH:13][NH:14]2)=[CH:10][CH:9]=1.[C:17]([N:20]1[CH2:29][C:28]([CH3:31])([CH3:30])[C:27]2[C:22](=[CH:23][C:24]([S:32](Cl)(=[O:34])=[O:33])=[CH:25][CH:26]=2)[CH2:21]1)(=[O:19])[CH3:18].C(OCC)(=O)C. The catalyst is O1CCCC1.O. The product is [Cl:7][C:8]1[CH:16]=[C:15]2[C:11]([CH:12]=[CH:13][N:14]2[S:32]([C:24]2[CH:23]=[C:22]3[C:27]([C:28]([CH3:31])([CH3:30])[CH2:29][N:20]([C:17](=[O:19])[CH3:18])[CH2:21]3)=[CH:26][CH:25]=2)(=[O:33])=[O:34])=[CH:10][CH:9]=1. The yield is 0.510. (4) The reactants are [F:1][C:2]1[CH:7]=[CH:6][C:5]([S:8]([N:11]2[C:20]3[C:15](=[CH:16][C:17]([C:21]([OH:30])([C:26]([F:29])([F:28])[F:27])[C:22]([F:25])([F:24])[F:23])=[CH:18][CH:19]=3)[CH2:14][CH2:13][C@H:12]2[CH2:31][C:32]([NH:34][NH2:35])=[O:33])(=[O:10])=[O:9])=[CH:4][CH:3]=1.C(OC([NH:43][C:44]1([C:47](O)=O)[CH2:46][CH2:45]1)=O)(C)(C)C.CC1C=CC(S(O)(=O)=O)=CC=1. The catalyst is C1(C)C=CC=CC=1. The product is [NH2:43][C:44]1([C:47]2[O:33][C:32]([CH2:31][C@@H:12]3[CH2:13][CH2:14][C:15]4[C:20](=[CH:19][CH:18]=[C:17]([C:21]([OH:30])([C:26]([F:28])([F:27])[F:29])[C:22]([F:23])([F:25])[F:24])[CH:16]=4)[N:11]3[S:8]([C:5]3[CH:6]=[CH:7][C:2]([F:1])=[CH:3][CH:4]=3)(=[O:9])=[O:10])=[N:34][N:35]=2)[CH2:46][CH2:45]1. The yield is 0.110. (5) The reactants are Br[C:2]1[C:7]([CH3:8])=[CH:6][C:5]([N:9]2[C:13]([CH2:14][C@@H:15]3[CH2:19][CH2:18][N:17]([C:20]([CH:22]4[CH2:24][CH2:23]4)=[O:21])[CH2:16]3)=[N:12][NH:11][C:10]2=[O:25])=[C:4]([F:26])[CH:3]=1.CC1(C)C(C)(C)OB([C:35]2[CH:44]=[C:43]3[C:38]([CH:39]=[CH:40][CH:41]=[N:42]3)=[CH:37][CH:36]=2)O1.C(=O)([O-])[O-].[Cs+].[Cs+]. The catalyst is C1C=CC(P(C2C=CC=CC=2)[C-]2C=CC=C2)=CC=1.C1C=CC(P(C2C=CC=CC=2)[C-]2C=CC=C2)=CC=1.Cl[Pd]Cl.[Fe+2].ClCCl. The product is [CH:22]1([C:20]([N:17]2[CH2:18][CH2:19][C@@H:15]([CH2:14][C:13]3[N:9]([C:5]4[CH:6]=[C:7]([CH3:8])[C:2]([C:35]5[CH:44]=[C:43]6[C:38]([CH:39]=[CH:40][CH:41]=[N:42]6)=[CH:37][CH:36]=5)=[CH:3][C:4]=4[F:26])[C:10](=[O:25])[NH:11][N:12]=3)[CH2:16]2)=[O:21])[CH2:24][CH2:23]1. The yield is 0.840. (6) The reactants are [Cl:1][C:2]1[CH:3]=[N:4][CH:5]=[C:6]([Cl:25])[C:7]=1[S:8][C:9]1[S:13][C:12]([C:14]([NH:16][CH:17]2[CH2:21][CH2:20][NH:19][CH2:18]2)=[O:15])=[CH:11][C:10]=1[N+:22]([O-:24])=[O:23].[CH:26](=O)[CH3:27].[Na]. The catalyst is O1CCCC1.C(O)(=O)C.C(OC(=O)C)C. The product is [Cl:1][C:2]1[CH:3]=[N:4][CH:5]=[C:6]([Cl:25])[C:7]=1[S:8][C:9]1[S:13][C:12]([C:14]([NH:16][CH:17]2[CH2:21][CH2:20][N:19]([CH2:26][CH3:27])[CH2:18]2)=[O:15])=[CH:11][C:10]=1[N+:22]([O-:24])=[O:23]. The yield is 0.370. (7) The reactants are [OH-].[NH4+:2].[Cl:3][C:4]1[CH:9]=[CH:8][N:7]=[C:6]([C:10]([O:12]C)=O)[CH:5]=1. The yield is 0.720. The product is [Cl:3][C:4]1[CH:9]=[CH:8][N:7]=[C:6]([C:10]([NH2:2])=[O:12])[CH:5]=1. The catalyst is CO. (8) The reactants are [C:1]1([S:7]([N:10]2[C:14]3=[N:15][CH:16]=[C:17]([N+:28]([O-])=O)[C:18]([NH:19][C@@H:20]4[CH2:25][CH2:24][CH2:23][C@H:22]([C:26]#[N:27])[CH2:21]4)=[C:13]3[CH:12]=[CH:11]2)(=[O:9])=[O:8])[CH:6]=[CH:5][CH:4]=[CH:3][CH:2]=1.[Cl-].[NH4+]. The catalyst is CO.O.[Fe]. The product is [NH2:28][C:17]1[C:18]([NH:19][C@@H:20]2[CH2:25][CH2:24][CH2:23][C@H:22]([C:26]#[N:27])[CH2:21]2)=[C:13]2[CH:12]=[CH:11][N:10]([S:7]([C:1]3[CH:6]=[CH:5][CH:4]=[CH:3][CH:2]=3)(=[O:9])=[O:8])[C:14]2=[N:15][CH:16]=1. The yield is 0.810. (9) The reactants are [CH3:1][C:2]1[CH:3]=[C:4]2[C:8](=[CH:9][CH:10]=1)[NH:7][C:6]([C:11]([OH:13])=O)=[CH:5]2.[CH3:14][O:15][C:16](=[O:23])[C@@H:17]([CH2:19][CH:20]([CH3:22])[CH3:21])[NH2:18]. No catalyst specified. The product is [CH3:21][CH:20]([CH3:22])[CH2:19][C@@H:17]([NH:18][C:11]([C:6]1[NH:7][C:8]2[C:4]([CH:5]=1)=[CH:3][C:2]([CH3:1])=[CH:10][CH:9]=2)=[O:13])[C:16]([O:15][CH3:14])=[O:23]. The yield is 0.500. (10) The reactants are [CH2:1]([O:3][P:4]([CH:9]([C:35]#[N:36])[CH2:10][C:11]([CH3:34])=[CH:12][CH2:13][C:14]1[C:15]([O:27][CH2:28][CH2:29][Si:30]([CH3:33])([CH3:32])[CH3:31])=[C:16]2[C:20](=[C:21]([CH3:25])[C:22]=1[O:23][CH3:24])[CH2:19][O:18][C:17]2=[O:26])(=[O:8])[O:5][CH2:6][CH3:7])[CH3:2].[CH3:37][Si]([N-][Si](C)(C)C)(C)C.[Na+].IC. The catalyst is C1COCC1. The product is [CH2:1]([O:3][P:4]([C:9]([C:35]#[N:36])([CH3:37])[CH2:10][C:11]([CH3:34])=[CH:12][CH2:13][C:14]1[C:15]([O:27][CH2:28][CH2:29][Si:30]([CH3:31])([CH3:32])[CH3:33])=[C:16]2[C:20](=[C:21]([CH3:25])[C:22]=1[O:23][CH3:24])[CH2:19][O:18][C:17]2=[O:26])(=[O:8])[O:5][CH2:6][CH3:7])[CH3:2]. The yield is 0.230.